Dataset: Reaction yield outcomes from USPTO patents with 853,638 reactions. Task: Predict the reaction yield, written as a fraction of the theoretical maximum amount of product (1.0 means a 100% yield; for example, 0.34 means a 34% yield). The catalyst is C(Cl)Cl. The yield is 0.700. The product is [Cl:12][C:13]1[CH:14]=[CH:15][C:16]([CH:26]=[O:27])=[C:17]([NH:19][C:20](=[O:25])[C:21]([CH3:22])([CH3:23])[CH3:24])[CH:18]=1. The reactants are [Cr](Cl)([O-])(=O)=O.[NH+]1C=CC=CC=1.[Cl:12][C:13]1[CH:14]=[CH:15][C:16]([CH2:26][OH:27])=[C:17]([NH:19][C:20](=[O:25])[C:21]([CH3:24])([CH3:23])[CH3:22])[CH:18]=1.